From a dataset of Forward reaction prediction with 1.9M reactions from USPTO patents (1976-2016). Predict the product of the given reaction. (1) The product is: [F:37][C:38]1[CH:43]=[C:42]([C:2]2[CH:3]=[C:4]3[C:8](=[CH:9][CH:10]=2)[N:7]([CH:11]2[CH2:16][CH2:15][CH2:14][CH2:13][O:12]2)[N:6]=[C:5]3[C:17]2[N:22]=[C:21]([N:23]3[CH2:28][CH2:27][CH:26]([NH:29][C:30](=[O:36])[O:31][C:32]([CH3:34])([CH3:35])[CH3:33])[CH2:25][CH2:24]3)[CH:20]=[N:19][CH:18]=2)[CH:41]=[CH:40][CH:39]=1. Given the reactants Br[C:2]1[CH:3]=[C:4]2[C:8](=[CH:9][CH:10]=1)[N:7]([CH:11]1[CH2:16][CH2:15][CH2:14][CH2:13][O:12]1)[N:6]=[C:5]2[C:17]1[N:22]=[C:21]([N:23]2[CH2:28][CH2:27][CH:26]([NH:29][C:30](=[O:36])[O:31][C:32]([CH3:35])([CH3:34])[CH3:33])[CH2:25][CH2:24]2)[CH:20]=[N:19][CH:18]=1.[F:37][C:38]1[CH:39]=[C:40](B(O)O)[CH:41]=[CH:42][CH:43]=1.C([O-])([O-])=O.[Na+].[Na+].O1CCOCC1, predict the reaction product. (2) Given the reactants Cl.[F:2][C:3]1[CH:4]=[C:5]([CH:8]=[CH:9][C:10]=1[NH:11][S:12]([CH3:15])(=[O:14])=[O:13])[CH2:6][NH2:7].[C:16]([C:20]1[N:25]=[C:24]([O:26][CH3:27])[C:23]([CH:28]=[CH:29][C:30](O)=[O:31])=[CH:22][CH:21]=1)([CH3:19])([CH3:18])[CH3:17].CN1C(=O)CCC1, predict the reaction product. The product is: [C:16]([C:20]1[N:25]=[C:24]([O:26][CH3:27])[C:23]([CH:28]=[CH:29][C:30]([NH:7][CH2:6][C:5]2[CH:8]=[CH:9][C:10]([NH:11][S:12]([CH3:15])(=[O:14])=[O:13])=[C:3]([F:2])[CH:4]=2)=[O:31])=[CH:22][CH:21]=1)([CH3:19])([CH3:17])[CH3:18].